Dataset: KCNQ2 potassium channel screen with 302,405 compounds. Task: Binary Classification. Given a drug SMILES string, predict its activity (active/inactive) in a high-throughput screening assay against a specified biological target. (1) The molecule is Clc1ccc(C(=O)NCCCC(=O)Nc2ncccc2C)cc1. The result is 0 (inactive). (2) The molecule is o1cc(CN2CCN(CC2)c2ncccc2)c(=O)c2c1cccc2. The result is 0 (inactive). (3) The result is 0 (inactive). The drug is Clc1ccc(SCCCN2C(=O)C(NC2=O)(C)C)cc1. (4) The compound is S(=O)(=O)(N1CCNCC1)c1ccc(cc1)C(OCC)=O. The result is 0 (inactive).